Dataset: NCI-60 drug combinations with 297,098 pairs across 59 cell lines. Task: Regression. Given two drug SMILES strings and cell line genomic features, predict the synergy score measuring deviation from expected non-interaction effect. (1) Drug 1: CC1=C(C=C(C=C1)C(=O)NC2=CC(=CC(=C2)C(F)(F)F)N3C=C(N=C3)C)NC4=NC=CC(=N4)C5=CN=CC=C5. Drug 2: C1=NNC2=C1C(=O)NC=N2. Cell line: COLO 205. Synergy scores: CSS=-1.38, Synergy_ZIP=1.38, Synergy_Bliss=1.47, Synergy_Loewe=0.323, Synergy_HSA=-1.15. (2) Drug 1: CCC1(CC2CC(C3=C(CCN(C2)C1)C4=CC=CC=C4N3)(C5=C(C=C6C(=C5)C78CCN9C7C(C=CC9)(C(C(C8N6C=O)(C(=O)OC)O)OC(=O)C)CC)OC)C(=O)OC)O.OS(=O)(=O)O. Drug 2: C(CN)CNCCSP(=O)(O)O. Cell line: MDA-MB-435. Synergy scores: CSS=21.4, Synergy_ZIP=-6.72, Synergy_Bliss=-5.68, Synergy_Loewe=-47.5, Synergy_HSA=-6.17. (3) Drug 1: C1=CC=C(C=C1)NC(=O)CCCCCCC(=O)NO. Drug 2: C1=NNC2=C1C(=O)NC=N2. Cell line: CCRF-CEM. Synergy scores: CSS=19.7, Synergy_ZIP=-2.44, Synergy_Bliss=-2.60, Synergy_Loewe=-5.83, Synergy_HSA=0.0354.